This data is from Forward reaction prediction with 1.9M reactions from USPTO patents (1976-2016). The task is: Predict the product of the given reaction. (1) Given the reactants CS(C)=O.[CH3:5][C:6]1[CH:7]=[C:8]([OH:20])[C:9]([C:13]2[C:18]([CH3:19])=[CH:17][CH:16]=[CH:15][N:14]=2)=[N:10][C:11]=1[CH3:12].Cl[C:22]1[C:31]2[C:26](=[CH:27][C:28]([O:34][CH3:35])=[C:29]([O:32][CH3:33])[CH:30]=2)[N:25]=[CH:24][CH:23]=1.C(=O)([O-])[O-].[Cs+].[Cs+], predict the reaction product. The product is: [CH3:33][O:32][C:29]1[CH:30]=[C:31]2[C:26](=[CH:27][C:28]=1[O:34][CH3:35])[N:25]=[CH:24][CH:23]=[C:22]2[O:20][C:8]1[C:9]([C:13]2[C:18]([CH3:19])=[CH:17][CH:16]=[CH:15][N:14]=2)=[N:10][C:11]([CH3:12])=[C:6]([CH3:5])[CH:7]=1. (2) Given the reactants [C:1]([O:5][CH2:6][CH2:7][OH:8])(=[O:4])[CH:2]=[CH2:3].C(N([CH2:14][CH3:15])CC)C.[C:16](Cl)(=[O:20])[C:17](Cl)=[O:18], predict the reaction product. The product is: [C:1]([O:5][CH2:6][CH2:7][O:8][C:16](=[O:20])[C:17]([O:8][CH2:7][CH2:6][O:5][C:1](=[O:4])[CH:14]=[CH2:15])=[O:18])(=[O:4])[CH:2]=[CH2:3]. (3) Given the reactants CN(C)C=O.S([O:16][CH:17]1[CH2:20][N:19]([C:21]([O:23][C:24]([CH3:27])([CH3:26])[CH3:25])=[O:22])[CH2:18]1)(C1C=CC(C)=CC=1)(=O)=O.[F:28][C:29]1[CH:34]=[CH:33][C:32](O)=[CH:31][CH:30]=1.C(=O)([O-])[O-].[Cs+].[Cs+], predict the reaction product. The product is: [F:28][C:29]1[CH:34]=[CH:33][C:32]([O:16][CH:17]2[CH2:18][N:19]([C:21]([O:23][C:24]([CH3:25])([CH3:26])[CH3:27])=[O:22])[CH2:20]2)=[CH:31][CH:30]=1. (4) Given the reactants [Cl:1][C:2]1[C:7]([Cl:8])=[CH:6][CH:5]=[CH:4][C:3]=1[CH:9]=[N+:10]([O-])[C:11]1[CH:16]=[CH:15][CH:14]=[CH:13][CH:12]=1.[C-:18]#[N:19].[Na+], predict the reaction product. The product is: [C:11]1([N:10]=[C:9]([C:3]2[CH:4]=[CH:5][CH:6]=[C:7]([Cl:8])[C:2]=2[Cl:1])[C:18]#[N:19])[CH:16]=[CH:15][CH:14]=[CH:13][CH:12]=1. (5) Given the reactants [CH3:1][O:2][C:3]([C:5]1([C:8]2[CH:13]=[CH:12][C:11](B3OC(C)(C)C(C)(C)O3)=[CH:10][CH:9]=2)[CH2:7][CH2:6]1)=[O:4].[C@H:23]1([O:32][C:33](=[O:48])[NH:34][C:35]2[N:36]([C:41]3[CH:46]=[CH:45][C:44](Br)=[CH:43][CH:42]=3)[N:37]=[N:38][C:39]=2[CH3:40])[C:31]2[C:26](=[CH:27][CH:28]=[CH:29][CH:30]=2)[CH2:25][CH2:24]1.P([O-])([O-])([O-])=O.[K+].[K+].[K+].COC1C=CC=C(OC)C=1C1C=CC=CC=1P(C1CCCCC1)C1CCCCC1, predict the reaction product. The product is: [CH3:1][O:2][C:3]([C:5]1([C:8]2[CH:9]=[CH:10][C:11]([C:44]3[CH:45]=[CH:46][C:41]([N:36]4[C:35]([NH:34][C:33]([O:32][C@H:23]5[C:31]6[C:26](=[CH:27][CH:28]=[CH:29][CH:30]=6)[CH2:25][CH2:24]5)=[O:48])=[C:39]([CH3:40])[N:38]=[N:37]4)=[CH:42][CH:43]=3)=[CH:12][CH:13]=2)[CH2:6][CH2:7]1)=[O:4]. (6) Given the reactants [C:1](=O)([O-])[O-].[Na+].[Na+].Cl[C:8]1[N:9]=[N:10][C:11]([CH3:14])=[CH:12][CH:13]=1.CC1(C)C(C)(C)OB(C2[CH:28]=[CH:27][C:26]([C:29]3([C:36]4[CH:48]=[CH:47][C:39]([O:40][CH2:41][C:42]5[S:43][CH:44]=[CH:45][N:46]=5)=[CH:38][CH:37]=4)[CH2:34][CH:33]4[CH2:35][CH:30]3[CH2:31][CH2:32]4)=[CH:25][CH:24]=2)O1.C(=O)(O)[O-].[Na+], predict the reaction product. The product is: [CH3:1][C:8]1[N:9]=[N:10][C:11]([C:14]2[CH:28]=[CH:27][C:26]([C:29]3([C:36]4[CH:37]=[CH:38][C:39]([O:40][CH2:41][C:42]5[S:43][CH:44]=[CH:45][N:46]=5)=[CH:47][CH:48]=4)[CH2:34][CH:33]4[CH2:35][CH:30]3[CH2:31][CH2:32]4)=[CH:25][CH:24]=2)=[CH:12][CH:13]=1.